Dataset: Forward reaction prediction with 1.9M reactions from USPTO patents (1976-2016). Task: Predict the product of the given reaction. (1) Given the reactants C(C1C=C(C)C(I)=CC=1C(O)=O)C.[Cl:14][C:15]1[C:24]([I:25])=[CH:23][C:18]([C:19]([O:21]C)=[O:20])=[C:17]([CH2:26][CH3:27])[CH:16]=1.C(C1C=C(C)C(I)=CC=1C([O-])=O)C, predict the reaction product. The product is: [Cl:14][C:15]1[C:24]([I:25])=[CH:23][C:18]([C:19]([OH:21])=[O:20])=[C:17]([CH2:26][CH3:27])[CH:16]=1. (2) Given the reactants Br[C:2]1[N:7]=[C:6]([C:8]2[C:16]3[C:11](=[N:12][CH:13]=[CH:14][CH:15]=3)[N:10](C(C3C=CC=CC=3)(C3C=CC=CC=3)C3C=CC=CC=3)[N:9]=2)[CH:5]=[CH:4][CH:3]=1.[C:36]1([C@H:42]2[CH2:47][NH:46][CH2:45][CH2:44][NH:43]2)[CH:41]=[CH:40][CH:39]=[CH:38][CH:37]=1.CC(C)([O-])C.[Na+].C1(P(C2CCCCC2)C2C=CC=CC=2C2C=CC=CC=2C)CCCCC1.C([SiH](CC)CC)C.C(O)([C:89]([F:92])([F:91])[F:90])=O, predict the reaction product. The product is: [C:36]1([C@H:42]2[NH:43][CH2:44][CH2:45][N:46]([C:2]3[N:7]=[C:6]([C:8]4[C:16]5[C:11](=[N:12][CH:13]=[CH:14][CH:15]=5)[NH:10][N:9]=4)[C:5]([C:89]([F:92])([F:91])[F:90])=[CH:4][CH:3]=3)[CH2:47]2)[CH:37]=[CH:38][CH:39]=[CH:40][CH:41]=1. (3) Given the reactants [CH2:1]1[C:3]2([CH2:8][C:7](=[O:9])[CH2:6][C:5](=[O:10])[CH2:4]2)[CH2:2]1.[OH-].[K+].Br[CH2:14][C:15](=O)[C:16]([OH:18])=[O:17], predict the reaction product. The product is: [O:9]=[C:7]1[C:6]2[C:15]([C:16]([OH:18])=[O:17])=[CH:14][O:10][C:5]=2[CH2:4][C:3]2([CH2:2][CH2:1]2)[CH2:8]1.